From a dataset of Full USPTO retrosynthesis dataset with 1.9M reactions from patents (1976-2016). Predict the reactants needed to synthesize the given product. (1) Given the product [OH:14][C@@:15]1([CH3:22])[CH2:16][C:17](=[O:21])[N:18]([C:2]2[CH:9]=[CH:8][C:5]([C:6]#[N:7])=[C:4]([C:10]([F:13])([F:12])[F:11])[CH:3]=2)[C@H:19]1[CH3:20], predict the reactants needed to synthesize it. The reactants are: I[C:2]1[CH:9]=[CH:8][C:5]([C:6]#[N:7])=[C:4]([C:10]([F:13])([F:12])[F:11])[CH:3]=1.[OH:14][C@:15]1([CH3:22])[C@H:19]([CH3:20])[NH:18][C:17](=[O:21])[CH2:16]1.C1(P(C2C=CC=CC=2)C2C3OC4C(=CC=CC=4P(C4C=CC=CC=4)C4C=CC=CC=4)C(C)(C)C=3C=CC=2)C=CC=CC=1.C(=O)([O-])[O-].[Cs+].[Cs+]. (2) Given the product [CH2:29]([O:36][N:37]1[C:43](=[O:44])[N:42]2[CH2:45][C@H:38]1[CH2:39][CH2:40][C@H:41]2[C:46]1[O:47][C:50]([CH2:51][N:52]([C:64]([O:66][C:67]([CH3:69])([CH3:68])[CH3:70])=[O:65])[CH:53]2[CH2:54][N:55]([C:57]([O:59][C:60]([CH3:62])([CH3:63])[CH3:61])=[O:58])[CH2:56]2)=[N:49][N:48]=1)[C:23]1[CH:24]=[CH:25][CH:26]=[CH:27][CH:28]=1, predict the reactants needed to synthesize it. The reactants are: CCN(CC)CC.II.[CH:23]1[CH:28]=[CH:27][C:26](P([C:23]2[CH:28]=[CH:27][CH:26]=[CH:25][CH:24]=2)[C:23]2[CH:28]=[CH:27][CH:26]=[CH:25][CH:24]=2)=[CH:25][CH:24]=1.[CH2:29]([O:36][N:37]1[C:43](=[O:44])[N:42]2[CH2:45][C@H:38]1[CH2:39][CH2:40][C@H:41]2[C:46]([NH:48][NH:49][C:50](=O)[CH2:51][N:52]([C:64]([O:66][C:67]([CH3:70])([CH3:69])[CH3:68])=[O:65])[CH:53]1[CH2:56][N:55]([C:57]([O:59][C:60]([CH3:63])([CH3:62])[CH3:61])=[O:58])[CH2:54]1)=[O:47])C1C=CC=CC=1. (3) Given the product [I:12][C:11]1[C:4]2[C:3]([O:2][CH3:1])=[N:8][CH:7]=[N:6][C:5]=2[NH:9][CH:10]=1, predict the reactants needed to synthesize it. The reactants are: [CH3:1][O:2][C:3]1[C:4]2[CH:11]=[CH:10][NH:9][C:5]=2[N:6]=[CH:7][N:8]=1.[I:12]N1C(=O)CCC1=O.O. (4) Given the product [OH:36][C:31]1([C:2]2[C:12]3[O:11][CH2:10][CH2:9][N:8]([C:13]([O:15][C:16]([CH3:19])([CH3:18])[CH3:17])=[O:14])[CH2:7][C:6]=3[CH:5]=[CH:4][CH:3]=2)[CH2:35][CH2:34][CH2:33][CH2:32]1, predict the reactants needed to synthesize it. The reactants are: Br[C:2]1[C:12]2[O:11][CH2:10][CH2:9][N:8]([C:13]([O:15][C:16]([CH3:19])([CH3:18])[CH3:17])=[O:14])[CH2:7][C:6]=2[CH:5]=[CH:4][CH:3]=1.C([Li])CCC.CCCCCC.[C:31]1(=[O:36])[CH2:35][CH2:34][CH2:33][CH2:32]1.[Cl-].[NH4+]. (5) Given the product [Cl:14][C:15]1[CH:16]=[C:17]2[C:21](=[CH:22][CH:23]=1)[NH:20][C:19]([C:24]#[N:26])=[C:18]2[S:27]([C:30]1[CH:31]=[CH:32][CH:33]=[CH:34][CH:35]=1)(=[O:29])=[O:28], predict the reactants needed to synthesize it. The reactants are: C(OC(C(F)(F)F)=O)(C(F)(F)F)=O.[Cl:14][C:15]1[CH:16]=[C:17]2[C:21](=[CH:22][CH:23]=1)[NH:20][C:19]([C:24]([NH2:26])=O)=[C:18]2[S:27]([C:30]1[CH:35]=[CH:34][CH:33]=[CH:32][CH:31]=1)(=[O:29])=[O:28]. (6) The reactants are: [CH3:1][C:2]([S:5]([NH2:8])(=[O:7])=[O:6])([CH3:4])[CH3:3].[H-].[Na+].[Br:11][C:12]1[CH:13]=[C:14]([C:20]([F:23])([F:22])[F:21])[C:15](F)=[C:16]([F:18])[CH:17]=1. Given the product [Br:11][C:12]1[CH:13]=[C:14]([C:20]([F:21])([F:22])[F:23])[C:15]([NH:8][S:5]([C:2]([CH3:4])([CH3:3])[CH3:1])(=[O:7])=[O:6])=[C:16]([F:18])[CH:17]=1, predict the reactants needed to synthesize it.